The task is: Regression/Classification. Given a drug SMILES string, predict its absorption, distribution, metabolism, or excretion properties. Task type varies by dataset: regression for continuous measurements (e.g., permeability, clearance, half-life) or binary classification for categorical outcomes (e.g., BBB penetration, CYP inhibition). Dataset: cyp2d6_veith.. This data is from CYP2D6 inhibition data for predicting drug metabolism from PubChem BioAssay. (1) The compound is COc1cc(C(=O)NCC(c2cccnc2)N2CCN(C)CC2)cc(OC)c1OC. The result is 0 (non-inhibitor). (2) The result is 0 (non-inhibitor). The drug is Cc1cc(C)cc(N(C(=O)Cc2cccs2)C(C(=O)NC2CCCCC2)c2ccccn2)c1. (3) The drug is COc1cccc(N2CCN(C(=O)Nc3ccc4c(c3)NC(=O)CO4)CC2)c1. The result is 0 (non-inhibitor). (4) The compound is COc1cccc(Cn2c(=O)c(C)nc3cnc(N4CCOCC4)nc32)c1. The result is 0 (non-inhibitor).